Dataset: Forward reaction prediction with 1.9M reactions from USPTO patents (1976-2016). Task: Predict the product of the given reaction. Given the reactants C(OC(N1[CH2:12][CH2:11][CH:10]([NH:13][C:14]([C:16]2[S:17][CH:18]=[CH:19][C:20]=2[NH:21][C:22]2[CH:27]=[CH:26][N:25]=[C:24]3[NH:28][CH:29]=[CH:30][C:23]=23)=[O:15])C1)=O)(C)(C)C.[CH3:31][O:32][C:33]1[CH:38]=[CH:37]C(CCN)=[CH:35][CH:34]=1, predict the reaction product. The product is: [CH3:31][O:32][C:33]1[CH:38]=[CH:37][C:12]([CH2:11][CH2:10][NH:13][C:14]([C:16]2[S:17][CH:18]=[CH:19][C:20]=2[NH:21][C:22]2[CH:27]=[CH:26][N:25]=[C:24]3[NH:28][CH:29]=[CH:30][C:23]=23)=[O:15])=[CH:35][CH:34]=1.